This data is from Reaction yield outcomes from USPTO patents with 853,638 reactions. The task is: Predict the reaction yield, written as a fraction of the theoretical maximum amount of product (1.0 means a 100% yield; for example, 0.34 means a 34% yield). (1) The catalyst is C1COCC1.CO. The yield is 0.848. The product is [CH3:1][C:2]1[CH:7]=[C:6]([O:8][CH2:9][C:10]([CH3:13])([CH3:11])[CH3:12])[CH:5]=[C:4]([CH3:14])[C:3]=1[C:15]1[CH:20]=[CH:19][CH:18]=[C:17]([CH2:21][O:22][C:23]2[CH:24]=[CH:25][C:26]([C:29]3([CH2:33][C:34]([OH:36])=[O:35])[CH2:30][O:31][CH2:32]3)=[CH:27][CH:28]=2)[CH:16]=1. The reactants are [CH3:1][C:2]1[CH:7]=[C:6]([O:8][CH2:9][C:10]([CH3:13])([CH3:12])[CH3:11])[CH:5]=[C:4]([CH3:14])[C:3]=1[C:15]1[CH:20]=[CH:19][CH:18]=[C:17]([CH2:21][O:22][C:23]2[CH:28]=[CH:27][C:26]([C:29]3([CH2:33][C:34]([O:36]CC)=[O:35])[CH2:32][O:31][CH2:30]3)=[CH:25][CH:24]=2)[CH:16]=1.O.[OH-].[Li+]. (2) The reactants are [Br:1][C:2]1[CH:11]=[C:10]2[C:5]([CH2:6][C:7]([CH2:20][O:21][Si:22]([C:25]([CH3:28])([CH3:27])[CH3:26])([CH3:24])[CH3:23])([CH3:19])[CH2:8][C:9]32[C:15](=[O:16])[N:14]([CH3:17])[C:13](=S)[NH:12]3)=[CH:4][CH:3]=1.CO.C(OO)(C)(C)C.[NH4+:37].[OH-]. The catalyst is O. The product is [NH2:37][C:13]1[N:14]([CH3:17])[C:15](=[O:16])[C@:9]2([N:12]=1)[C:10]1[C:5](=[CH:4][CH:3]=[C:2]([Br:1])[CH:11]=1)[CH2:6][C@:7]([CH2:20][O:21][Si:22]([C:25]([CH3:28])([CH3:27])[CH3:26])([CH3:24])[CH3:23])([CH3:19])[CH2:8]2. The yield is 0.110. (3) The reactants are [F:1][C:2]([F:7])([F:6])[C:3]([OH:5])=[O:4].[F:8][C:9]([F:14])([F:13])[C:10]([OH:12])=[O:11].F[C:16](F)(F)[C:17](O)=[O:18].[CH3:22][C:23]1[CH:32]=[C:31]([CH2:33][O:34][C:35]2[CH:59]=[CH:58][C:38]([C:39]([NH:41][CH2:42][C:43]3([N:52]4[CH2:57][CH2:56][NH:55][CH2:54][CH2:53]4)[C:48](=[O:49])[NH:47][C:46](=[O:50])[NH:45][C:44]3=[O:51])=[O:40])=[CH:37][CH:36]=2)[C:30]2[C:25](=[CH:26][CH:27]=[CH:28][CH:29]=2)[N:24]=1.C(Cl)(=O)C. No catalyst specified. The product is [F:1][C:2]([F:7])([F:6])[C:3]([OH:5])=[O:4].[F:8][C:9]([F:14])([F:13])[C:10]([OH:12])=[O:11].[C:17]([N:55]1[CH2:54][CH2:53][N:52]([C:43]2([CH2:42][NH:41][C:39](=[O:40])[C:38]3[CH:37]=[CH:36][C:35]([O:34][CH2:33][C:31]4[C:30]5[C:25](=[CH:26][CH:27]=[CH:28][CH:29]=5)[N:24]=[C:23]([CH3:22])[CH:32]=4)=[CH:59][CH:58]=3)[C:44](=[O:51])[NH:45][C:46](=[O:50])[NH:47][C:48]2=[O:49])[CH2:57][CH2:56]1)(=[O:18])[CH3:16]. The yield is 0.310. (4) The reactants are [C:1]([C:4]1[CH:33]=[CH:32][C:7]([O:8][CH2:9][C:10]2[CH:15]=[CH:14][C:13]([CH:16]([O:25][CH:26]3[CH2:31][CH2:30][CH2:29][CH2:28][O:27]3)[C:17]3[CH:18]=[C:19]([CH:22]=[CH:23][CH:24]=3)[C:20]#N)=[CH:12][CH:11]=2)=[C:6]([CH3:34])[C:5]=1[OH:35])(=[O:3])[CH3:2].[OH-:36].[K+].Cl.[OH2:39]. The yield is 0.330. The catalyst is C(O)C. The product is [C:1]([C:4]1[CH:33]=[CH:32][C:7]([O:8][CH2:9][C:10]2[CH:15]=[CH:14][C:13]([CH:16]([O:25][CH:26]3[CH2:31][CH2:30][CH2:29][CH2:28][O:27]3)[C:17]3[CH:18]=[C:19]([CH:22]=[CH:23][CH:24]=3)[C:20]([OH:39])=[O:36])=[CH:12][CH:11]=2)=[C:6]([CH3:34])[C:5]=1[OH:35])(=[O:3])[CH3:2]. (5) The reactants are [Cl:1][C:2]1[CH:7]=[CH:6][C:5]([C:8]2[N:9]([CH2:22][C@H:23]([OH:28])[C:24]([F:27])([F:26])[F:25])[C:10](=[O:21])[N:11]([CH2:13][C:14]3[N:18]=[C:17]([CH2:19][OH:20])[NH:16][N:15]=3)[N:12]=2)=[CH:4][CH:3]=1.[Cl:29][C:30]1[CH:35]=[CH:34][CH:33]=[CH:32][C:31]=1B(O)O.B(O)O. The catalyst is N1C=CC=CC=1.CC(OC)(C)C.C([O-])(=O)C.[Cu+2].C([O-])(=O)C. The product is [Cl:1][C:2]1[CH:3]=[CH:4][C:5]([C:8]2[N:9]([CH2:22][C@H:23]([OH:28])[C:24]([F:25])([F:27])[F:26])[C:10](=[O:21])[N:11]([CH2:13][C:14]3[N:18]=[C:17]([CH2:19][OH:20])[N:16]([C:31]4[CH:32]=[CH:33][CH:34]=[CH:35][C:30]=4[Cl:29])[N:15]=3)[N:12]=2)=[CH:6][CH:7]=1. The yield is 0.457. (6) The reactants are [OH:1][C:2]1[CH:9]=[CH:8][C:5]([CH:6]=[O:7])=[CH:4][CH:3]=1.[Cl:10][C:11]1[CH:12]=[C:13]([CH:16]=[CH:17][C:18]=1F)[C:14]#[N:15].C(=O)([O-])[O-].[Cs+].[Cs+].CC(N(C)C)=O. The catalyst is O. The product is [Cl:10][C:11]1[CH:12]=[C:13]([CH:16]=[CH:17][C:18]=1[O:1][C:2]1[CH:9]=[CH:8][C:5]([CH:6]=[O:7])=[CH:4][CH:3]=1)[C:14]#[N:15]. The yield is 0.950. (7) The reactants are [Cl:1][C:2]1[CH:3]=[C:4]2[C:8](=[C:9]([CH3:11])[CH:10]=1)[N:7]([CH2:12][CH2:13][O:14][CH3:15])[CH:6]=[CH:5]2.[C:16](O[C:16]([C:18]([F:21])([F:20])[F:19])=[O:17])([C:18]([F:21])([F:20])[F:19])=[O:17].CCOC(C)=O. The catalyst is CN(C=O)C. The product is [Cl:1][C:2]1[CH:3]=[C:4]2[C:8](=[C:9]([CH3:11])[CH:10]=1)[N:7]([CH2:12][CH2:13][O:14][CH3:15])[CH:6]=[C:5]2[C:16](=[O:17])[C:18]([F:21])([F:20])[F:19]. The yield is 0.580.